Dataset: Peptide-MHC class I binding affinity with 185,985 pairs from IEDB/IMGT. Task: Regression. Given a peptide amino acid sequence and an MHC pseudo amino acid sequence, predict their binding affinity value. This is MHC class I binding data. (1) The peptide sequence is ISLWGSLLK. The MHC is HLA-A24:03 with pseudo-sequence HLA-A24:03. The binding affinity (normalized) is 0.0847. (2) The peptide sequence is GLYEFTILV. The MHC is HLA-C15:02 with pseudo-sequence HLA-C15:02. The binding affinity (normalized) is 0.0847.